From a dataset of CYP2C19 inhibition data for predicting drug metabolism from PubChem BioAssay. Regression/Classification. Given a drug SMILES string, predict its absorption, distribution, metabolism, or excretion properties. Task type varies by dataset: regression for continuous measurements (e.g., permeability, clearance, half-life) or binary classification for categorical outcomes (e.g., BBB penetration, CYP inhibition). Dataset: cyp2c19_veith. (1) The drug is COC(=O)C(NC(=O)c1ccc(Cl)cc1)(Nc1nc(C)cs1)C(F)(F)F. The result is 1 (inhibitor). (2) The drug is COC(=O)[C@@]1(Cc2ccc(OC)cc2)[C@H]2c3cc(C(=O)N(C)C)n(Cc4ccc(Cl)c(C(F)(F)F)c4)c3C[C@H]2CN1C(=O)c1ccccc1. The result is 1 (inhibitor). (3) The result is 0 (non-inhibitor). The drug is CCCOc1ccc(C2C(C(=O)c3ccco3)=C(O)C(=O)N2CCN2CCOCC2)cc1OC. (4) The compound is CC(C)(C)c1cc(Br)c(O)c(CN(Cc2cc(C(C)(C)C)cc(Br)c2O)C2CCCCC2)c1. The result is 1 (inhibitor). (5) The drug is CCOc1c2ccc(C(=O)NCc3cc(C(F)(F)F)cc(C(F)(F)F)c3)cc2nn1C. The result is 1 (inhibitor). (6) The compound is Cc1ccc(S(=O)(=O)N2CCN(C(=O)c3ccccc3)C2C(C)C)cc1. The result is 1 (inhibitor). (7) The drug is CCc1ccc(-c2cc(C(F)(F)F)n3nc(C(=O)Nc4cnn(Cc5ccccc5C)c4)cc3n2)s1. The result is 1 (inhibitor).